This data is from Reaction yield outcomes from USPTO patents with 853,638 reactions. The task is: Predict the reaction yield, written as a fraction of the theoretical maximum amount of product (1.0 means a 100% yield; for example, 0.34 means a 34% yield). The reactants are [S:1]1[CH:5]=[CH:4][N:3]=[C:2]1[NH:6][C:7]([NH:9][C:10]1[CH:29]=[CH:28][C:13]([O:14][C:15]2[C:24]3[C:19](=[CH:20][CH:21]=[C:22]([C:25]([OH:27])=[O:26])[CH:23]=3)[N:18]=[CH:17][CH:16]=2)=[CH:12][CH:11]=1)=[O:8].Cl.[CH2:31](N=C=NCCCN(C)C)C.[OH2:42].ON1C2C=CC=CC=2N=N1.C(N(CC)CC)C.[CH3:60][O:61][CH2:62][CH2:63]N. The catalyst is CN(C)C=O.O.C(OCC)(=O)C. The product is [CH3:31][O:42][C:21]1[CH:20]=[C:19]2[C:24]([C:15]([O:14][C:13]3[CH:12]=[CH:11][C:10]([NH:9][C:7]([NH:6][C:2]4[S:1][CH:5]=[CH:4][N:3]=4)=[O:8])=[CH:29][CH:28]=3)=[CH:16][CH:17]=[N:18]2)=[CH:23][C:22]=1[C:25]([O:27][CH2:63][CH2:62][O:61][CH3:60])=[O:26]. The yield is 0.247.